This data is from Forward reaction prediction with 1.9M reactions from USPTO patents (1976-2016). The task is: Predict the product of the given reaction. (1) Given the reactants Br[C:2]1[CH:7]=[C:6]([OH:8])[CH:5]=[CH:4][C:3]=1[CH2:9][C:10]([O:12][CH2:13][C:14]1[CH:19]=[CH:18][CH:17]=[CH:16][CH:15]=1)=[O:11].[ClH:20], predict the reaction product. The product is: [Cl:20][C:2]1[CH:7]=[C:6]([OH:8])[CH:5]=[CH:4][C:3]=1[CH2:9][C:10]([O:12][CH2:13][C:14]1[CH:19]=[CH:18][CH:17]=[CH:16][CH:15]=1)=[O:11]. (2) Given the reactants [NH2:1][C:2]1[CH:18]=[CH:17][C:5]([C:6]([NH:8][NH:9][C:10]([O:12][C:13]([CH3:16])([CH3:15])[CH3:14])=[O:11])=[O:7])=[CH:4][CH:3]=1.Cl[C:20]([C:22]1[CH:31]=[CH:30][C:25]([C:26]([O:28][CH3:29])=[O:27])=[CH:24][CH:23]=1)=[O:21], predict the reaction product. The product is: [CH3:29][O:28][C:26]([C:25]1[CH:30]=[CH:31][C:22]([C:20]([NH:1][C:2]2[CH:3]=[CH:4][C:5]([C:6]([NH:8][NH:9][C:10]([O:12][C:13]([CH3:15])([CH3:14])[CH3:16])=[O:11])=[O:7])=[CH:17][CH:18]=2)=[O:21])=[CH:23][CH:24]=1)=[O:27]. (3) Given the reactants Br[C:2]1[CH:3]=[C:4]([NH:12][C:13]2[C:22]3[C:17](=[CH:18][CH:19]=[CH:20][CH:21]=3)[C:16]([C:23]3[CH:32]=[CH:31][C:26]([C:27]([O:29][CH3:30])=[O:28])=[CH:25][CH:24]=3)=[N:15][N:14]=2)[CH:5]=[C:6]([C:8]([F:11])([F:10])[F:9])[CH:7]=1.[CH2:33]([Sn](CCCC)(CCCC)C=C)[CH2:34]CC.CC1(C)C2C(=C(P(C3C=CC=CC=3)C3C=CC=CC=3)C=CC=2)OC2C(P(C3C=CC=CC=3)C3C=CC=CC=3)=CC=CC1=2.C(N(CC)CC)C.N12CCCN=C1CCCCC2.II.ClCCl, predict the reaction product. The product is: [F:10][C:8]([F:9])([F:11])[C:6]1[CH:5]=[C:4]([NH:12][C:13]2[C:22]3[C:17](=[CH:18][CH:19]=[CH:20][CH:21]=3)[C:16]([C:23]3[CH:32]=[CH:31][C:26]([C:27]([O:29][CH3:30])=[O:28])=[CH:25][CH:24]=3)=[N:15][N:14]=2)[CH:3]=[C:2]([CH:33]=[CH2:34])[CH:7]=1. (4) Given the reactants [NH2:1][C:2]1[CH:7]=[C:6]([C:8]#[N:9])[CH:5]=[C:4]([CH3:10])[C:3]=1[N:11]([C:19]([O:21][C:22]([CH3:25])([CH3:24])[CH3:23])=[O:20])[C:12]([O:14][C:15]([CH3:18])([CH3:17])[CH3:16])=[O:13].N1C=CC=CC=1.Cl[C:33]([O:35][CH2:36][CH2:37][CH2:38][CH2:39][CH2:40][CH2:41][CH3:42])=[O:34], predict the reaction product. The product is: [C:22]([O:21][C:19]([N:11]([C:3]1[C:4]([CH3:10])=[CH:5][C:6]([C:8]#[N:9])=[CH:7][C:2]=1[NH:1][C:33]([O:35][CH2:36][CH2:37][CH2:38][CH2:39][CH2:40][CH2:41][CH3:42])=[O:34])[C:12](=[O:13])[O:14][C:15]([CH3:18])([CH3:16])[CH3:17])=[O:20])([CH3:25])([CH3:24])[CH3:23].